Dataset: Catalyst prediction with 721,799 reactions and 888 catalyst types from USPTO. Task: Predict which catalyst facilitates the given reaction. (1) Reactant: [C:1]([C:3]1[CH:8]=[CH:7][N:6]=[C:5]([NH:9][C:10]2[N:15]=[C:14]([C:16]3[CH:17]=[N:18][C:19]([N:22]4[CH2:27][CH2:26][N:25](C(OC(C)(C)C)=O)[CH2:24][CH2:23]4)=[CH:20][CH:21]=3)[CH:13]=[C:12]([CH:35]3[CH2:37][CH2:36]3)[CH:11]=2)[CH:4]=1)#[N:2].C(O)(C(F)(F)F)=O. Product: [CH:35]1([C:12]2[CH:11]=[C:10]([NH:9][C:5]3[CH:4]=[C:3]([C:1]#[N:2])[CH:8]=[CH:7][N:6]=3)[N:15]=[C:14]([C:16]3[CH:17]=[N:18][C:19]([N:22]4[CH2:27][CH2:26][NH:25][CH2:24][CH2:23]4)=[CH:20][CH:21]=3)[CH:13]=2)[CH2:36][CH2:37]1. The catalyst class is: 4. (2) Reactant: [NH2:1][C:2]1[CH:34]=[CH:33][C:5]([CH2:6][CH2:7][N:8]2[C:13]3[N:14]=[C:15]([NH:18][CH3:19])[N:16]=[CH:17][C:12]=3[CH:11]=[C:10]([C:20]3[C:25]([Cl:26])=[C:24]([O:27][CH3:28])[CH:23]=[C:22]([O:29][CH3:30])[C:21]=3[Cl:31])[C:9]2=[O:32])=[CH:4][CH:3]=1.[CH3:35][N:36]([CH3:43])[CH2:37]/[CH:38]=[CH:39]/[C:40](Cl)=[O:41].O. Product: [Cl:26][C:25]1[C:24]([O:27][CH3:28])=[CH:23][C:22]([O:29][CH3:30])=[C:21]([Cl:31])[C:20]=1[C:10]1[C:9](=[O:32])[N:8]([CH2:7][CH2:6][C:5]2[CH:4]=[CH:3][C:2]([NH:1][C:40](=[O:41])/[CH:39]=[CH:38]/[CH2:37][N:36]([CH3:43])[CH3:35])=[CH:34][CH:33]=2)[C:13]2[N:14]=[C:15]([NH:18][CH3:19])[N:16]=[CH:17][C:12]=2[CH:11]=1. The catalyst class is: 37. (3) Reactant: [Br:1][CH2:2][CH2:3][CH2:4][CH2:5][CH2:6][CH2:7][CH2:8][CH2:9][C:10]1[CH:15]=[CH:14][CH:13]=[CH:12][CH:11]=1.[N:16]1[CH:21]=[CH:20][C:19]([CH3:22])=[CH:18][CH:17]=1. Product: [Br-:1].[CH3:22][C:19]1[CH:20]=[CH:21][N+:16]([CH2:2][CH2:3][CH2:4][CH2:5][CH2:6][CH2:7][CH2:8][CH2:9][C:10]2[CH:15]=[CH:14][CH:13]=[CH:12][CH:11]=2)=[CH:17][CH:18]=1. The catalyst class is: 10. (4) Reactant: [F:1][C:2]1[C:3]([N:9]=[CH:10][N:11]([CH3:13])[CH3:12])=[N:4][C:5]([OH:8])=[N:6][CH:7]=1.C(=O)([O-])[O-].[Cs+].[Cs+].[C:20]([O:26][CH2:27]Cl)(=[O:25])[C:21]([CH3:24])([CH3:23])[CH3:22]. Product: [CH3:12][N:11]([CH:10]=[N:9][C:3]1[C:2]([F:1])=[CH:7][N:6]([CH2:27][O:26][C:20](=[O:25])[C:21]([CH3:24])([CH3:23])[CH3:22])[C:5](=[O:8])[N:4]=1)[CH3:13]. The catalyst class is: 3. (5) Reactant: [O:1]=[C:2]1[NH:7][CH:6]([C:8]2[CH:15]=[CH:14][C:11]([C:12]#[N:13])=[CH:10][C:9]=2[S:16]([CH3:19])(=[O:18])=[O:17])[C:5]2[C:20](=[O:23])[CH2:21][CH2:22][C:4]=2[N:3]1[C:24]1[CH:29]=[CH:28][CH:27]=[C:26]([C:30]([F:33])([F:32])[F:31])[CH:25]=1.C(=O)([O-])[O-].[Cs+].[Cs+].Br[CH2:41][CH2:42][CH2:43][OH:44].FC(F)(F)C(O)=O. Product: [OH:44][CH2:43][CH2:42][CH2:41][N:7]1[CH:6]([C:8]2[CH:15]=[CH:14][C:11]([C:12]#[N:13])=[CH:10][C:9]=2[S:16]([CH3:19])(=[O:18])=[O:17])[C:5]2[C:20](=[O:23])[CH2:21][CH2:22][C:4]=2[N:3]([C:24]2[CH:29]=[CH:28][CH:27]=[C:26]([C:30]([F:32])([F:33])[F:31])[CH:25]=2)[C:2]1=[O:1]. The catalyst class is: 3. (6) Reactant: C(OC([N:11]1[CH2:16][CH2:15][C:14]2[N:17]=[C:18]([C:29]3[CH:34]=[CH:33][CH:32]=[CH:31][N:30]=3)[N:19]([CH2:20][C:21]3[CH:26]=[CH:25][C:24]([O:27][CH3:28])=[CH:23][CH:22]=3)[C:13]=2[CH2:12]1)=O)C1C=CC=CC=1. Product: [CH3:28][O:27][C:24]1[CH:23]=[CH:22][C:21]([CH2:20][N:19]2[C:13]3[CH2:12][NH:11][CH2:16][CH2:15][C:14]=3[N:17]=[C:18]2[C:29]2[CH:34]=[CH:33][CH:32]=[CH:31][N:30]=2)=[CH:26][CH:25]=1. The catalyst class is: 261. (7) Reactant: [CH3:1][O:2][C:3]1[C:12]([CH2:13][CH:14]=[C:15]([CH3:17])[CH3:16])=[CH:11][C:6]2[N:7]=[C:8]([CH3:10])[O:9][C:5]=2[CH:4]=1.[BH4-].[Na+].C(O)(=O)C. Product: [CH2:8]([NH:7][C:6]1[CH:11]=[C:12]([CH2:13][CH:14]=[C:15]([CH3:17])[CH3:16])[C:3]([O:2][CH3:1])=[CH:4][C:5]=1[OH:9])[CH3:10]. The catalyst class is: 7. (8) Reactant: [OH-].[Li+].C[O:4][C:5]([C:7]1[S:8][C:9]([CH2:12][C:13]2[N:14]([S:27]([C:30]3[CH:35]=[CH:34][CH:33]=[C:32]([C:36]([CH3:39])([CH3:38])[CH3:37])[CH:31]=3)(=[O:29])=[O:28])[C:15]3[C:20]([C:21]=2[CH3:22])=[CH:19][C:18]([C:23]([F:26])([F:25])[F:24])=[CH:17][CH:16]=3)=[CH:10][CH:11]=1)=[O:6].Cl. Product: [CH3:39][C:36]([C:32]1[CH:31]=[C:30]([S:27]([N:14]2[C:15]3[C:20](=[CH:19][C:18]([C:23]([F:26])([F:24])[F:25])=[CH:17][CH:16]=3)[C:21]([CH3:22])=[C:13]2[CH2:12][C:9]2[S:8][C:7]([C:5]([OH:6])=[O:4])=[CH:11][CH:10]=2)(=[O:28])=[O:29])[CH:35]=[CH:34][CH:33]=1)([CH3:37])[CH3:38]. The catalyst class is: 30. (9) Reactant: C(OC([N:8]1[C:16]2[C:11](=[CH:12][C:13]([F:17])=[CH:14][CH:15]=2)[CH:10]=[C:9]1[C:18]1[N:23]=[C:22]([NH:24][C:25]2[CH:33]=[CH:32][C:28]([C:29](O)=[O:30])=[CH:27][C:26]=2[O:34][CH3:35])[CH:21]=[N:20][CH:19]=1)=O)(C)(C)C.[CH3:36][C@@H:37]1[CH2:42][NH:41][CH2:40][CH2:39][NH:38]1.CN(C(ON1N=NC2C=CC=CC1=2)=[N+](C)C)C.[B-](F)(F)(F)F. Product: [F:17][C:13]1[CH:12]=[C:11]2[C:16](=[CH:15][CH:14]=1)[NH:8][C:9]([C:18]1[N:23]=[C:22]([NH:24][C:25]3[CH:33]=[CH:32][C:28]([C:29]([N:41]4[CH2:40][CH2:39][NH:38][C@H:37]([CH3:36])[CH2:42]4)=[O:30])=[CH:27][C:26]=3[O:34][CH3:35])[CH:21]=[N:20][CH:19]=1)=[CH:10]2. The catalyst class is: 3.